Dataset: Catalyst prediction with 721,799 reactions and 888 catalyst types from USPTO. Task: Predict which catalyst facilitates the given reaction. (1) The catalyst class is: 63. Reactant: [N+:1]([C:4]1[CH:5]=[CH:6][C:7]([O:10][C:11]2[CH:12]=[C:13]3[C:18](=[CH:19][CH:20]=2)[O:17][CH:16]([C:21]2[CH:26]=[CH:25][CH:24]=[C:23]([O:27]CC4C=CC=CC=4)[CH:22]=2)[CH2:15][CH2:14]3)=[N:8][CH:9]=1)([O-])=O. Product: [NH2:1][C:4]1[CH:5]=[CH:6][C:7]([O:10][C:11]2[CH:12]=[C:13]3[C:18](=[CH:19][CH:20]=2)[O:17][CH:16]([C:21]2[CH:22]=[C:23]([OH:27])[CH:24]=[CH:25][CH:26]=2)[CH2:15][CH2:14]3)=[N:8][CH:9]=1. (2) Reactant: [C:1]([CH2:3][C:4]([NH:6][NH2:7])=[O:5])#[N:2].C(N(CC)CC)C.[C:15](OC(=O)C)(=[O:17])[CH3:16]. Product: [C:15]([NH:7][NH:6][C:4](=[O:5])[CH2:3][C:1]#[N:2])(=[O:17])[CH3:16]. The catalyst class is: 1. (3) Reactant: [B:1](OC(C)C)([O:6]C(C)C)[O:2]C(C)C.Br[C:15]1[CH:20]=[CH:19][C:18]([S:21]([N:24]2[CH2:29][CH2:28][N:27]([CH3:30])[CH2:26][CH2:25]2)(=[O:23])=[O:22])=[CH:17][CH:16]=1.C([Li])CCC.O. Product: [CH3:30][N:27]1[CH2:28][CH2:29][N:24]([S:21]([C:18]2[CH:19]=[CH:20][C:15]([B:1]([OH:6])[OH:2])=[CH:16][CH:17]=2)(=[O:23])=[O:22])[CH2:25][CH2:26]1. The catalyst class is: 7. (4) Reactant: [CH3:1][S:2](Cl)(=[O:4])=[O:3].[NH2:6][CH2:7][CH2:8][CH2:9][CH2:10][N:11]1[C:23]2[C:22]3[CH:21]=[CH:20][C:19]([Br:24])=[CH:18][C:17]=3[N:16]=[C:15]([NH2:25])[C:14]=2[N:13]=[C:12]1[CH2:26][O:27][CH2:28][CH3:29].C(N(CC)CC)C.[OH-].[Na+]. Product: [NH2:25][C:15]1[C:14]2[N:13]=[C:12]([CH2:26][O:27][CH2:28][CH3:29])[N:11]([CH2:10][CH2:9][CH2:8][CH2:7][NH:6][S:2]([CH3:1])(=[O:4])=[O:3])[C:23]=2[C:22]2[CH:21]=[CH:20][C:19]([Br:24])=[CH:18][C:17]=2[N:16]=1. The catalyst class is: 146. (5) The catalyst class is: 2. Reactant: [CH:1]1([NH:4][C:5]([C:7]2[CH:8]=[C:9]([F:45])[C:10]([CH3:44])=[C:11]([C:13]3[CH:14]=[C:15]4[C:20](=[CH:21][CH:22]=3)[C:19](=[O:23])[N:18]([CH2:24][CH:25]3[CH2:27][CH2:26]3)[CH:17]=[C:16]4[S:28]([N:31]3[CH2:36][CH2:35][N:34](C(OC(C)(C)C)=O)[CH2:33][CH2:32]3)(=[O:30])=[O:29])[CH:12]=2)=[O:6])[CH2:3][CH2:2]1.FC(F)(F)C(O)=O. Product: [CH:1]1([NH:4][C:5](=[O:6])[C:7]2[CH:8]=[C:9]([F:45])[C:10]([CH3:44])=[C:11]([C:13]3[CH:14]=[C:15]4[C:20](=[CH:21][CH:22]=3)[C:19](=[O:23])[N:18]([CH2:24][CH:25]3[CH2:27][CH2:26]3)[CH:17]=[C:16]4[S:28]([N:31]3[CH2:36][CH2:35][NH:34][CH2:33][CH2:32]3)(=[O:30])=[O:29])[CH:12]=2)[CH2:2][CH2:3]1. (6) Reactant: [Br:1][CH2:2][CH2:3][CH2:4][O:5][C:6]1[CH:13]=[CH:12][C:9](C=O)=[C:8]([B:14]2[O:18][C:17](C)(C)C(C)(C)[O:15]2)[CH:7]=1.[BH4-].[Na+]. Product: [Br:1][CH2:2][CH2:3][CH2:4][O:5][C:6]1[CH:13]=[CH:12][C:9]2[CH2:17][O:18][B:14]([OH:15])[C:8]=2[CH:7]=1. The catalyst class is: 61.